This data is from Forward reaction prediction with 1.9M reactions from USPTO patents (1976-2016). The task is: Predict the product of the given reaction. The product is: [N+:9]([C:12]1[CH:13]=[CH:14][C:15]([NH:18][N:19]=[CH:7][C:3]2[CH:4]=[CH:5][CH:6]=[N:1][CH:2]=2)=[CH:16][CH:17]=1)([O-:11])=[O:10]. Given the reactants [N:1]1[CH:6]=[CH:5][CH:4]=[C:3]([CH:7]=O)[CH:2]=1.[N+:9]([C:12]1[CH:17]=[CH:16][C:15]([NH:18][NH2:19])=[CH:14][CH:13]=1)([O-:11])=[O:10], predict the reaction product.